This data is from Forward reaction prediction with 1.9M reactions from USPTO patents (1976-2016). The task is: Predict the product of the given reaction. (1) Given the reactants CC(C)([O-])C.[K+].[O:7]1[CH2:11]CC[CH2:8]1.[Cl-].COC[P+](C1C=CC=CC=1)(C1C=CC=CC=1)C1C=CC=CC=1.[CH3:35][O:36][C:37]1[CH:38]=[C:39]2[C:44](=[CH:45][C:46]=1[CH:47]=O)[N:43]=[CH:42][CH:41]=[CH:40]2, predict the reaction product. The product is: [CH3:35][O:36][C:37]1[CH:38]=[C:39]2[C:44](=[CH:45][C:46]=1[CH:47]=[CH:8][O:7][CH3:11])[N:43]=[CH:42][CH:41]=[CH:40]2. (2) Given the reactants ClC1C=CC(OC2C=C(F)C(S(=O)(=O)N(CC3C=CC(OC)=CC=3OC)C3SN=CN=3)=CC=2F)=C(C2C=CC3ON=C(N(C(OC(C)(C)C)=O)C(OC(C)(C)C)=O)C=3C=2)C=1.[Cl:61][C:62]1[CH:96]=[CH:95][C:65]([O:66][C:67]2[CH:72]=[CH:71][C:70]([S:73]([N:76](CC3C=CC(OC)=CC=3OC)[C:77]3[N:82]=[CH:81][CH:80]=[CH:79][N:78]=3)(=[O:75])=[O:74])=[CH:69][C:68]=2[F:94])=[C:64]([C:97]2[CH:98]=[CH:99][C:100]3[O:104][C:103](=[O:105])[NH:102][C:101]=3[CH:106]=2)[CH:63]=1, predict the reaction product. The product is: [Cl:61][C:62]1[CH:96]=[CH:95][C:65]([O:66][C:67]2[CH:72]=[CH:71][C:70]([S:73]([NH:76][C:77]3[N:82]=[CH:81][CH:80]=[CH:79][N:78]=3)(=[O:74])=[O:75])=[CH:69][C:68]=2[F:94])=[C:64]([C:97]2[CH:98]=[CH:99][C:100]3[O:104][C:103](=[O:105])[NH:102][C:101]=3[CH:106]=2)[CH:63]=1. (3) Given the reactants [F:1][C:2]1[C:3]([CH3:20])=[C:4]([C:8]2[CH:17]=[C:16]3[C:11]([CH:12]=[C:13]([NH2:18])[N:14]=[CH:15]3)=[C:10](C)[N:9]=2)[CH:5]=[N:6][CH:7]=1.CN(C(ON1N=NC2C=CC=NC1=2)=[N+](C)C)C.F[P-](F)(F)(F)(F)F.[F:45][C@H:46]1[CH2:48][C@H:47]1[C:49](O)=[O:50].C(N(CC)C(C)C)(C)C, predict the reaction product. The product is: [F:45][C@H:46]1[CH2:48][C@H:47]1[C:49]([NH:18][C:13]1[N:14]=[CH:15][C:16]2[C:11]([CH:12]=1)=[CH:10][N:9]=[C:8]([C:4]1[CH:5]=[N:6][CH:7]=[C:2]([F:1])[C:3]=1[CH3:20])[CH:17]=2)=[O:50]. (4) Given the reactants [C:1]([OH:10])(=[O:9])[C:2]1[CH:7]=[CH:6][N+:5]([O-])=[CH:4][CH:3]=1.P(Cl)(Cl)([Cl:13])=O.[P], predict the reaction product. The product is: [Cl:13][C:4]1[CH:3]=[C:2]([CH:7]=[CH:6][N:5]=1)[C:1]([OH:10])=[O:9]. (5) Given the reactants [C:1]([C:5]1[CH:6]=[C:7]([CH:35]=[CH:36][C:37]=1[OH:38])[O:8][C:9]1[N:14]=[C:13]([CH3:15])[C:12]([CH2:16][N:17]2[CH2:22][CH2:21][CH:20]([N:23]3[C@H:27]([C:28]4[CH:33]=[CH:32][CH:31]=[CH:30][CH:29]=4)[CH2:26][O:25][C:24]3=[O:34])[CH2:19][CH2:18]2)=[CH:11][CH:10]=1)([CH3:4])([CH3:3])[CH3:2].[H-].[Na+].Br[CH2:42][C:43]([O:45][C:46]([CH3:49])([CH3:48])[CH3:47])=[O:44], predict the reaction product. The product is: [C:46]([O:45][C:43](=[O:44])[CH2:42][O:38][C:37]1[CH:36]=[CH:35][C:7]([O:8][C:9]2[CH:10]=[CH:11][C:12]([CH2:16][N:17]3[CH2:22][CH2:21][CH:20]([N:23]4[C@H:27]([C:28]5[CH:33]=[CH:32][CH:31]=[CH:30][CH:29]=5)[CH2:26][O:25][C:24]4=[O:34])[CH2:19][CH2:18]3)=[C:13]([CH3:15])[N:14]=2)=[CH:6][C:5]=1[C:1]([CH3:4])([CH3:2])[CH3:3])([CH3:49])([CH3:48])[CH3:47]. (6) Given the reactants Cl.[CH3:2][N:3]([CH3:8])[CH2:4][CH2:5][CH2:6]Cl.[CH2:9]([O:16][C:17]1[CH:36]=[CH:35][C:20]2[C:21]3[S:22][C:23]([CH2:33][OH:34])=[CH:24][C:25]=3[C:26]3[CH:32]=[CH:31][CH:30]=[CH:29][C:27]=3[O:28][C:19]=2[CH:18]=1)[C:10]1[CH:15]=[CH:14][CH:13]=[CH:12][CH:11]=1, predict the reaction product. The product is: [CH2:9]([O:16][C:17]1[CH:36]=[CH:35][C:20]2[C:21]3[S:22][C:23]([CH2:33][O:34][CH2:6][CH2:5][CH2:4][N:3]([CH3:8])[CH3:2])=[CH:24][C:25]=3[C:26]3[CH:32]=[CH:31][CH:30]=[CH:29][C:27]=3[O:28][C:19]=2[CH:18]=1)[C:10]1[CH:11]=[CH:12][CH:13]=[CH:14][CH:15]=1. (7) Given the reactants [Cl:1][C:2]1[S:6][C:5]([C:7]([OH:9])=[O:8])=[C:4]([Si:10]([CH3:13])([CH3:12])[CH3:11])[CH:3]=1.S(Cl)([Cl:16])=O.Cl.[CH:19]([NH:22][OH:23])([CH3:21])[CH3:20].C([O-])(O)=O.[Na+], predict the reaction product. The product is: [Cl:1][C:2]1[S:6][C:5]([C:7]([Cl:16])=[O:8])=[C:4]([Si:10]([CH3:13])([CH3:12])[CH3:11])[CH:3]=1.[Cl:1][C:2]1[S:6][C:5]([C:7]([N:22]([OH:23])[CH:19]([CH3:21])[CH3:20])=[O:9])=[C:4]([Si:10]([CH3:13])([CH3:12])[CH3:11])[CH:3]=1.